Dataset: Full USPTO retrosynthesis dataset with 1.9M reactions from patents (1976-2016). Task: Predict the reactants needed to synthesize the given product. Given the product [CH3:3][S:4]([N:7]1[CH2:16][CH2:15][C:14]2[C:9](=[CH:10][CH:11]=[C:12]([C:17]3[O:21][N:20]=[C:19]([CH2:22][CH:23]4[CH2:28][CH2:27][N:26]([C:30]5[CH:35]=[CH:34][C:33]([C:36]([F:39])([F:38])[F:37])=[CH:32][N:31]=5)[CH2:25][CH2:24]4)[N:18]=3)[CH:13]=2)[CH2:8]1)(=[O:5])=[O:6], predict the reactants needed to synthesize it. The reactants are: Cl.Cl.[CH3:3][S:4]([N:7]1[CH2:16][CH2:15][C:14]2[C:9](=[CH:10][CH:11]=[C:12]([C:17]3[O:21][N:20]=[C:19]([CH2:22][CH:23]4[CH2:28][CH2:27][NH:26][CH2:25][CH2:24]4)[N:18]=3)[CH:13]=2)[CH2:8]1)(=[O:6])=[O:5].Cl[C:30]1[CH:35]=[CH:34][C:33]([C:36]([F:39])([F:38])[F:37])=[CH:32][N:31]=1.C([O-])([O-])=O.[K+].[K+].CS(Cl)(=O)=O.